Predict the reactants needed to synthesize the given product. From a dataset of Full USPTO retrosynthesis dataset with 1.9M reactions from patents (1976-2016). (1) Given the product [Br:18][C:16]1[CH:15]=[CH:14][C:13]2[O:19][CH2:9][CH2:8][N:7]([C:6]([O:5][C:1]([CH3:4])([CH3:3])[CH3:2])=[O:20])[CH2:11][C:12]=2[CH:17]=1, predict the reactants needed to synthesize it. The reactants are: [C:1]([O:5][C:6](=[O:20])[N:7]([CH2:11][C:12]1[CH:17]=[C:16]([Br:18])[CH:15]=[CH:14][C:13]=1[OH:19])[CH2:8][CH2:9]O)([CH3:4])([CH3:3])[CH3:2].C1(P(C2C=CC=CC=2)C2C=CC=CC=2)C=CC=CC=1.N(C(OC(C)C)=O)=NC(OC(C)C)=O. (2) Given the product [NH3:13].[Cl:7][C:8]1[CH:9]=[CH:10][C:11]2[CH2:12][N:27]([CH3:26])[CH2:14][CH:15]([C:19]3[CH:24]=[CH:23][C:22]([CH3:25])=[CH:21][N:20]=3)[O:16][C:17]=2[N:18]=1, predict the reactants needed to synthesize it. The reactants are: C=O.C(O)(=O)C.[Cl:7][C:8]1[CH:9]=[CH:10][C:11]2[CH2:12][NH:13][CH2:14][CH:15]([C:19]3[CH:24]=[CH:23][C:22]([CH3:25])=[CH:21][N:20]=3)[O:16][C:17]=2[N:18]=1.[C:26]([BH3-])#[N:27].[Na+]. (3) Given the product [Br:1][C:2]1[CH:3]=[C:4](/[C:5](=[N:37]/[OH:38])/[NH2:6])[CH:7]=[CH:8][C:9]=1[CH2:10][N:16]1[CH2:17][CH:18]([C:20]([O:22][C:23]([CH3:26])([CH3:25])[CH3:24])=[O:21])[CH2:19]1, predict the reactants needed to synthesize it. The reactants are: [Br:1][C:2]1[CH:3]=[C:4]([CH:7]=[CH:8][C:9]=1[CH2:10]Br)[C:5]#[N:6].C(O)(=O)C.[NH:16]1[CH2:19][CH:18]([C:20]([O:22][C:23]([CH3:26])([CH3:25])[CH3:24])=[O:21])[CH2:17]1.CCN(C(C)C)C(C)C.Cl.[NH2:37][OH:38].C(=O)(O)[O-].[Na+]. (4) Given the product [Cl:12][CH2:14][C:15]1[C:24]2[C:19](=[CH:20][CH:21]=[C:22]([O:25][CH3:26])[CH:23]=2)[N:18]=[CH:17][CH:16]=1, predict the reactants needed to synthesize it. The reactants are: C(N(CC)CC)C.CS([Cl:12])(=O)=O.O[CH2:14][C:15]1[C:24]2[C:19](=[CH:20][CH:21]=[C:22]([O:25][CH3:26])[CH:23]=2)[N:18]=[CH:17][CH:16]=1. (5) Given the product [CH3:28][N:7]1[C:6]([C:8]([F:9])([F:10])[F:11])=[CH:5][C:4](=[O:12])[N:3]([C:13]2[CH:14]=[CH:15][C:16]3[S:20][N:19]=[C:18]([CH2:21][C:22]([O:24][CH2:25][CH3:26])=[O:23])[C:17]=3[CH:27]=2)[C:2]1=[O:1], predict the reactants needed to synthesize it. The reactants are: [O:1]=[C:2]1[NH:7][C:6]([C:8]([F:11])([F:10])[F:9])=[CH:5][C:4](=[O:12])[N:3]1[C:13]1[CH:14]=[CH:15][C:16]2[S:20][N:19]=[C:18]([CH2:21][C:22]([O:24][CH2:25][CH3:26])=[O:23])[C:17]=2[CH:27]=1.[C:28](=O)([O-])[O-].[K+].[K+].IC.C(OCC)(=O)C. (6) Given the product [C:3]([N:11]1[CH2:12][CH2:13][C:14]2[N:15]3[C:16]4[C:17](=[CH:18][CH:19]=[CH:20][C:21]=4[C:22]=2[CH2:23][CH2:24]1)[C:27](=[O:28])[CH2:26][CH2:25]3)(=[O:10])[C:4]1[CH:5]=[CH:6][CH:7]=[CH:8][CH:9]=1, predict the reactants needed to synthesize it. The reactants are: [OH-].[K+].[C:3]([N:11]1[CH2:24][CH2:23][C:22]2[C:21]3[CH:20]=[CH:19][CH:18]=[CH:17][C:16]=3[N:15]([CH2:25][CH2:26][C:27](OCC)=[O:28])[C:14]=2[CH2:13][CH2:12]1)(=[O:10])[C:4]1[CH:9]=[CH:8][CH:7]=[CH:6][CH:5]=1.Cl. (7) Given the product [NH2:1][C:2]1[N:3]([C:17]2[CH:22]=[CH:21][CH:20]=[CH:19][CH:18]=2)[N:4]=[C:5]2[C:14]3[CH:13]=[CH:12][C:11]([NH:15][S:26]([CH2:25][CH2:24][N:43]4[CH2:44][CH2:45][N:40]([CH3:39])[CH2:41][CH2:42]4)(=[O:28])=[O:27])=[CH:10][C:9]=3[NH:8][C:7](=[O:16])[C:6]=12, predict the reactants needed to synthesize it. The reactants are: [NH2:1][C:2]1[N:3]([C:17]2[CH:22]=[CH:21][CH:20]=[CH:19][CH:18]=2)[N:4]=[C:5]2[C:14]3[CH:13]=[CH:12][C:11]([NH2:15])=[CH:10][C:9]=3[NH:8][C:7](=[O:16])[C:6]=12.Cl[CH2:24][CH2:25][S:26](Cl)(=[O:28])=[O:27].C(N(C(C)C)CC)(C)C.[CH3:39][N:40]1[CH2:45][CH2:44][NH:43][CH2:42][CH2:41]1. (8) Given the product [C:1]([NH:4][C:5]1[S:6][C:7]([C:11]([O:13][CH2:14][CH3:15])=[O:12])=[C:8]([O:10][CH2:26][C:25]2[CH:28]=[CH:29][CH:30]=[CH:31][C:24]=2[C:23]([F:22])([F:32])[F:33])[N:9]=1)(=[O:3])[CH3:2], predict the reactants needed to synthesize it. The reactants are: [C:1]([NH:4][C:5]1[S:6][C:7]([C:11]([O:13][CH2:14][CH3:15])=[O:12])=[C:8]([OH:10])[N:9]=1)(=[O:3])[CH3:2].C(=O)([O-])[O-].[K+].[K+].[F:22][C:23]([F:33])([F:32])[C:24]1[CH:31]=[CH:30][CH:29]=[CH:28][C:25]=1[CH2:26]Br.O. (9) Given the product [NH:10]1[C:41]2[CH:40]=[CH:39][N:38]=[N:48][C:42]=2[CH:43]=[N:11]1.[F:34][C:35]([F:50])([F:49])[C:36]([NH2:38])=[O:37], predict the reactants needed to synthesize it. The reactants are: ClC1N=C(C2C(C3C=C(NC(=O)C4C(F)=CC=CC=4F)C=CC=3)=[N:10][N:11]3C=CC=CC=23)C=CN=1.[F:34][C:35]([F:50])([F:49])[C:36]([N:38]1CCC2[C:40](=[CH:41][C:42]([NH2:48])=[CH:43]C=2)[CH2:39]1)=[O:37]. (10) Given the product [Br:1][CH2:2][C:3]([NH:5][C:6]1[CH:16]=[CH:15][C:14]([C:17]2[CH:18]=[C:19]3[C:25]([C:26]4[CH:31]=[CH:30][CH:29]=[CH:28][C:27]=4[O:32][CH3:33])=[N:24][NH:23][C:20]3=[N:21][CH:22]=2)=[CH:13][C:7]=1[C:8]([N:10]([CH3:12])[CH3:11])=[O:9])=[O:4], predict the reactants needed to synthesize it. The reactants are: [Br:1][CH2:2][C:3]([NH:5][C:6]1[CH:16]=[CH:15][C:14]([C:17]2[CH:18]=[C:19]3[C:25]([C:26]4[CH:31]=[CH:30][CH:29]=[CH:28][C:27]=4[O:32][CH3:33])=[N:24][N:23](COCC[Si](C)(C)C)[C:20]3=[N:21][CH:22]=2)=[CH:13][C:7]=1[C:8]([N:10]([CH3:12])[CH3:11])=[O:9])=[O:4].Cl(O)(=O)(=O)=O.O.